This data is from CYP2C9 inhibition data for predicting drug metabolism from PubChem BioAssay. The task is: Regression/Classification. Given a drug SMILES string, predict its absorption, distribution, metabolism, or excretion properties. Task type varies by dataset: regression for continuous measurements (e.g., permeability, clearance, half-life) or binary classification for categorical outcomes (e.g., BBB penetration, CYP inhibition). Dataset: cyp2c9_veith. (1) The compound is Cc1ccc(S(=O)(=O)N(CCCN2CCCC2=O)Cc2cc3c(C)ccc(C)c3[nH]c2=O)cc1. The result is 1 (inhibitor). (2) The compound is COc1cccc(-c2nccc(NCc3ccc(OC)cc3OC)n2)c1. The result is 0 (non-inhibitor).